Task: Predict the product of the given reaction.. Dataset: Forward reaction prediction with 1.9M reactions from USPTO patents (1976-2016) (1) Given the reactants [OH-].[Li+].[F:3][C:4]1[CH:5]=[N:6][C:7]([NH:15][CH2:16][CH2:17][CH2:18][O:19][C:20]2[CH:25]=[CH:24][C:23]([F:26])=[CH:22][CH:21]=2)=[C:8]([CH:14]=1)[C:9]([O:11]CC)=[O:10], predict the reaction product. The product is: [F:3][C:4]1[CH:5]=[N:6][C:7]([NH:15][CH2:16][CH2:17][CH2:18][O:19][C:20]2[CH:21]=[CH:22][C:23]([F:26])=[CH:24][CH:25]=2)=[C:8]([CH:14]=1)[C:9]([OH:11])=[O:10]. (2) Given the reactants Br[C:2]1[CH:7]=[CH:6][C:5]([CH2:8][C:9]([OH:11])=[O:10])=[CH:4][CH:3]=1.[S:12]1[CH:16]=[CH:15][C:14](B(O)O)=[CH:13]1.C([O-])(O)=O.[Na+], predict the reaction product. The product is: [S:12]1[CH:16]=[CH:15][C:14]([C:2]2[CH:7]=[CH:6][C:5]([CH2:8][C:9]([OH:11])=[O:10])=[CH:4][CH:3]=2)=[CH:13]1.